Dataset: Catalyst prediction with 721,799 reactions and 888 catalyst types from USPTO. Task: Predict which catalyst facilitates the given reaction. (1) Reactant: [C:1]1([C:7]2[N:8]=[C:9]([C:17]3[CH:22]=[CH:21][N:20]=[C:19]([NH:23][C:24](=[O:26])[CH3:25])[CH:18]=3)[S:10][C:11]=2[C:12]2[NH:16][CH:15]=[N:14][N:13]=2)[CH:6]=[CH:5][CH:4]=[CH:3][CH:2]=1.O.C1(C)C=CC(S(O)(=O)=O)=CC=1.[O:39]1[CH:44]=[CH:43][CH2:42][CH2:41][CH2:40]1. Product: [C:1]1([C:7]2[N:8]=[C:9]([C:17]3[CH:22]=[CH:21][N:20]=[C:19]([NH:23][C:24](=[O:26])[CH3:25])[CH:18]=3)[S:10][C:11]=2[C:12]2[N:16]=[CH:15][N:14]([CH:40]3[CH2:41][CH2:42][CH2:43][CH2:44][O:39]3)[N:13]=2)[CH:2]=[CH:3][CH:4]=[CH:5][CH:6]=1. The catalyst class is: 54. (2) Reactant: C([O:8][C:9]1[N:23]=[C:22]([CH3:24])[C:12]2[NH:13][C:14]3[C:19]([C:11]=2[CH:10]=1)=[CH:18][CH:17]=[C:16]([O:20][CH3:21])[CH:15]=3)C1C=CC=CC=1. Product: [CH3:21][O:20][C:16]1[CH:15]=[C:14]2[C:19]([C:11]3[CH:10]=[C:9]([OH:8])[N:23]=[C:22]([CH3:24])[C:12]=3[NH:13]2)=[CH:18][CH:17]=1. The catalyst class is: 123. (3) Reactant: [NH:1]1[CH2:6][CH2:5][CH:4]([NH:7][S:8]([C:11]2[CH:20]=[CH:19][C:18]3[C:13](=[CH:14][CH:15]=[CH:16][CH:17]=3)[CH:12]=2)(=[O:10])=[O:9])[CH2:3][CH2:2]1.C(N(C(C)C)CC)(C)C.[O:30]([CH2:37][C:38](Cl)=[O:39])[C:31]1[CH:36]=[CH:35][CH:34]=[CH:33][CH:32]=1. Product: [O:30]([CH2:37][C:38]([N:1]1[CH2:2][CH2:3][CH:4]([NH:7][S:8]([C:11]2[CH:20]=[CH:19][C:18]3[C:13](=[CH:14][CH:15]=[CH:16][CH:17]=3)[CH:12]=2)(=[O:10])=[O:9])[CH2:5][CH2:6]1)=[O:39])[C:31]1[CH:36]=[CH:35][CH:34]=[CH:33][CH:32]=1. The catalyst class is: 2. (4) Reactant: [CH:1]1[N:5]=[CH:4][N:3]([CH2:6][C:7]([P:13]([OH:16])([OH:15])=[O:14])([P:9]([OH:12])([OH:11])=[O:10])[OH:8])[CH:2]=1.[OH-].[Na+:18].O. Product: [CH:1]1[N:5]=[CH:4][N:3]([CH2:6][C:7]([P:9]([O-:12])([O-:11])=[O:10])([P:13]([O-:15])([OH:16])=[O:14])[OH:8])[CH:2]=1.[Na+:18].[Na+:18].[Na+:18]. The catalyst class is: 5.